From a dataset of HIV replication inhibition screening data with 41,000+ compounds from the AIDS Antiviral Screen. Binary Classification. Given a drug SMILES string, predict its activity (active/inactive) in a high-throughput screening assay against a specified biological target. The result is 0 (inactive). The molecule is O=C1NN2CCN=C2c2cccnc21.